From a dataset of Merck oncology drug combination screen with 23,052 pairs across 39 cell lines. Regression. Given two drug SMILES strings and cell line genomic features, predict the synergy score measuring deviation from expected non-interaction effect. (1) Drug 1: Cn1c(=O)n(-c2ccc(C(C)(C)C#N)cc2)c2c3cc(-c4cnc5ccccc5c4)ccc3ncc21. Drug 2: CCc1c2c(nc3ccc(O)cc13)-c1cc3c(c(=O)n1C2)COC(=O)C3(O)CC. Cell line: COLO320DM. Synergy scores: synergy=27.2. (2) Drug 1: O=P1(N(CCCl)CCCl)NCCCO1. Drug 2: NC1(c2ccc(-c3nc4ccn5c(=O)[nH]nc5c4cc3-c3ccccc3)cc2)CCC1. Cell line: SKMEL30. Synergy scores: synergy=13.7. (3) Drug 1: CC(=O)OC1C(=O)C2(C)C(O)CC3OCC3(OC(C)=O)C2C(OC(=O)c2ccccc2)C2(O)CC(OC(=O)C(O)C(NC(=O)c3ccccc3)c3ccccc3)C(C)=C1C2(C)C. Drug 2: O=C(CCCCCCC(=O)Nc1ccccc1)NO. Cell line: ES2. Synergy scores: synergy=6.45.